Dataset: Protein-peptide binding for MDM2, ACE2, and 12ca5 with 34 validated binders. Task: Binary Classification. Given protein and peptide amino acid sequences, predict whether they interact or not. (1) The peptide is AAFAAAWALLAPK. The protein target is MDM2 with sequence MCNTNMSVPTDGAVTTSQIPASEQETLVRPKPLLLKLLKSVGAQKDTYTMKEVLFYLGQYIMTKRLYDEKQQHIVYCSNDLLGDLFGVPSFSVKEHRKIYTMIYRNLVVVNQQESSDSGTSVSENRCHLEGGSDQKDLVQELQEEKPSSSHLVSRPSTSSRRRAISETEENSDELSGERQRKRHKSDSISLSFDESLALCVIREICCERSSSSESTGTPSNPDLDAGVSEHSGDWLDQDSVSDQFSVEFEVESLDSEDYSLSEEGQELSDEDDEVYQVTVYQAGESDTDSFEEDPEISLADYWKCTSCNEMNPPLPSHCNRCWALRENWLPEDKGKDKGEISEKAKLENSTQAEEGFDVPDCKKTIVNDSRESCVEENDDKITQASQSQESEDYSQPSTSSSIIYSSQEDVKEFEREETQDKEESVESSLPLNAIEPCVICQGRPKNGCIVHGKTGHLMACFTCAKKLKKRNKPCPVCRQPIQMIVLTYFP. (2) The protein target is MDM2 with sequence MCNTNMSVPTDGAVTTSQIPASEQETLVRPKPLLLKLLKSVGAQKDTYTMKEVLFYLGQYIMTKRLYDEKQQHIVYCSNDLLGDLFGVPSFSVKEHRKIYTMIYRNLVVVNQQESSDSGTSVSENRCHLEGGSDQKDLVQELQEEKPSSSHLVSRPSTSSRRRAISETEENSDELSGERQRKRHKSDSISLSFDESLALCVIREICCERSSSSESTGTPSNPDLDAGVSEHSGDWLDQDSVSDQFSVEFEVESLDSEDYSLSEEGQELSDEDDEVYQVTVYQAGESDTDSFEEDPEISLADYWKCTSCNEMNPPLPSHCNRCWALRENWLPEDKGKDKGEISEKAKLENSTQAEEGFDVPDCKKTIVNDSRESCVEENDDKITQASQSQESEDYSQPSTSSSIIYSSQEDVKEFEREETQDKEESVESSLPLNAIEPCVICQGRPKNGCIVHGKTGHLMACFTCAKKLKKRNKPCPVCRQPIQMIVLTYFP. The peptide is TSFAEYWAALSAK.